This data is from Full USPTO retrosynthesis dataset with 1.9M reactions from patents (1976-2016). The task is: Predict the reactants needed to synthesize the given product. (1) Given the product [CH2:11]([O:10][C:8]([C:7]1[C:2]([NH:17][CH2:15][CH3:16])=[N:3][C:4]([S:13][CH3:14])=[N:5][CH:6]=1)=[O:9])[CH3:12], predict the reactants needed to synthesize it. The reactants are: Cl[C:2]1[C:7]([C:8]([O:10][CH2:11][CH3:12])=[O:9])=[CH:6][N:5]=[C:4]([S:13][CH3:14])[N:3]=1.[CH2:15]([N:17](CC)CC)[CH3:16].O1CCCC1.C(N)C. (2) The reactants are: [NH2:1][C:2]1([C:23](OC)=[O:24])[CH2:6][CH2:5][CH:4]([C:7]2[CH:16]=[CH:15][C:14]3[CH2:13][CH:12]([CH2:17][CH2:18][CH2:19][CH2:20][CH2:21][CH3:22])[CH2:11][CH2:10][C:9]=3[N:8]=2)[CH2:3]1.[C:27]([OH:33])([C:29]([F:32])([F:31])[F:30])=[O:28].[BH4-].[Na+]. Given the product [NH2:1][C:2]1([CH2:23][OH:24])[CH2:6][CH2:5][CH:4]([C:7]2[CH:16]=[CH:15][C:14]3[CH2:13][CH:12]([CH2:17][CH2:18][CH2:19][CH2:20][CH2:21][CH3:22])[CH2:11][CH2:10][C:9]=3[N:8]=2)[CH2:3]1.[C:27]([OH:33])([C:29]([F:32])([F:31])[F:30])=[O:28], predict the reactants needed to synthesize it. (3) Given the product [CH2:12]([O:19][C:20]1[CH:21]=[CH:22][C:23]([CH2:26][O:11][C:7]2[CH:6]=[C:5]3[C:10](=[CH:9][CH:8]=2)[N:1]=[CH:2][CH:3]=[CH:4]3)=[CH:24][CH:25]=1)[C:13]1[CH:14]=[CH:15][CH:16]=[CH:17][CH:18]=1, predict the reactants needed to synthesize it. The reactants are: [N:1]1[C:10]2[C:5](=[CH:6][C:7]([OH:11])=[CH:8][CH:9]=2)[CH:4]=[CH:3][CH:2]=1.[CH2:12]([O:19][C:20]1[CH:25]=[CH:24][C:23]([CH2:26]Cl)=[CH:22][CH:21]=1)[C:13]1[CH:18]=[CH:17][CH:16]=[CH:15][CH:14]=1.CC(C)([O-])C.[K+]. (4) Given the product [Cl:15][C:8]1[N:6]2[CH:7]=[C:2]([CH2:21][CH2:22][CH3:23])[CH:3]=[C:4]([C:16]([F:19])([F:18])[F:17])[C:5]2=[N:10][C:9]=1[C:11]([O:13][CH3:14])=[O:12], predict the reactants needed to synthesize it. The reactants are: Br[C:2]1[CH:3]=[C:4]([C:16]([F:19])([F:18])[F:17])[C:5]2[N:6]([C:8]([Cl:15])=[C:9]([C:11]([O:13][CH3:14])=[O:12])[N:10]=2)[CH:7]=1.[Br-].[CH2:21]([Zn+])[CH2:22][CH3:23]. (5) Given the product [CH3:22][O:23][C:24]1[CH:25]=[C:26]([S:30]([NH:1][C:2]2[CH:11]=[CH:10][C:9]3[NH:8][C:7](=[O:12])[C:6]4[NH:13][CH:14]=[CH:15][C:5]=4[C:4]=3[CH:3]=2)(=[O:32])=[O:31])[CH:27]=[CH:28][CH:29]=1.[CH2:17]([C:19]([O-:21])=[O:20])[CH3:18], predict the reactants needed to synthesize it. The reactants are: [NH2:1][C:2]1[CH:11]=[CH:10][C:9]2[NH:8][C:7](=[O:12])[C:6]3[NH:13][CH:14]=[CH:15][C:5]=3[C:4]=2[CH:3]=1.Cl.[CH2:17]([C:19]([OH:21])=[O:20])[CH3:18].[CH3:22][O:23][C:24]1[CH:25]=[C:26]([S:30](Cl)(=[O:32])=[O:31])[CH:27]=[CH:28][CH:29]=1. (6) Given the product [Cl:14][C:4]1[C:5]([O:12][CH3:13])=[CH:6][C:7]([O:10][CH3:11])=[C:8]([F:9])[C:3]=1[CH2:2][C:15]#[N:16], predict the reactants needed to synthesize it. The reactants are: Br[CH2:2][C:3]1[C:4]([Cl:14])=[C:5]([O:12][CH3:13])[CH:6]=[C:7]([O:10][CH3:11])[C:8]=1[F:9].[C-:15]#[N:16].[Na+].